From a dataset of Reaction yield outcomes from USPTO patents with 853,638 reactions. Predict the reaction yield, written as a fraction of the theoretical maximum amount of product (1.0 means a 100% yield; for example, 0.34 means a 34% yield). (1) The reactants are [OH:1][CH2:2][CH:3]([OH:9])[CH2:4][CH2:5][CH2:6][CH2:7][OH:8].CO[CH:12](OC)[C:13]1[CH:18]=[CH:17][CH:16]=[CH:15][CH:14]=1. The catalyst is CN(C=O)C.C(OCC)(=O)C. The product is [C:13]1([CH:12]2[O:9][CH:3]([CH2:4][CH2:5][CH2:6][CH2:7][OH:8])[CH2:2][O:1]2)[CH:18]=[CH:17][CH:16]=[CH:15][CH:14]=1. The yield is 0.660. (2) The reactants are Cl.[NH2:2][CH:3]([CH2:8][NH:9][C:10]([O:12][C:13]([CH3:16])([CH3:15])[CH3:14])=[O:11])[C:4]([O:6][CH3:7])=[O:5].CCN(CC)CC.[C:24](Cl)(=[O:34])[O:25][CH2:26][C:27]([CH3:33])([CH3:32])[CH2:28][CH2:29][CH:30]=[CH2:31]. The catalyst is C1COCC1. The product is [CH3:14][C:13]([CH3:16])([O:12][C:10](=[O:11])[NH:9][CH2:8][CH:3]([C:4]([O:6][CH3:7])=[O:5])[NH:2][C:24](=[O:34])[O:25][CH2:26][C:27]([CH3:33])([CH3:32])[CH2:28][CH2:29][CH:30]=[CH2:31])[CH3:15]. The yield is 0.900. (3) The reactants are C(OC([N:8]1[CH2:13][CH2:12][N:11]([C:14]2[CH:19]=[N:18][C:17]([Br:20])=[C:16]([O:21][CH2:22][C:23]3[CH:28]=[CH:27][CH:26]=[C:25]([Cl:29])[CH:24]=3)[N:15]=2)[CH2:10][CH2:9]1)=O)(C)(C)C.[CH3:30][S:31]([OH:34])(=[O:33])=[O:32].CCOCC. The product is [CH3:30][S:31]([OH:34])(=[O:33])=[O:32].[Br:20][C:17]1[N:18]=[CH:19][C:14]([N:11]2[CH2:12][CH2:13][NH:8][CH2:9][CH2:10]2)=[N:15][C:16]=1[O:21][CH2:22][C:23]1[CH:28]=[CH:27][CH:26]=[C:25]([Cl:29])[CH:24]=1. The catalyst is O1CCOCC1. The yield is 0.870. (4) The reactants are [OH:1][C:2]1[CH:11]=[C:10]2[C:5]([CH:6]=[CH:7][C:8](=[O:12])[O:9]2)=[CH:4][CH:3]=1.[H-].[Na+].Br[CH2:16][CH2:17][CH:18]=[CH2:19]. The catalyst is CN(C=O)C.C(OCC)(=O)C. The product is [O:9]1[C:10]2[C:5](=[CH:4][CH:3]=[C:2]([O:1][CH2:19][CH2:18][CH:17]=[CH2:16])[CH:11]=2)[CH:6]=[CH:7][C:8]1=[O:12]. The yield is 0.670. (5) The reactants are [CH3:1][C:2]1([CH3:16])[C:6]([CH3:8])([CH3:7])[O:5][B:4]([C:9]2[CH:10]=[C:11]([CH:13]=[CH:14][CH:15]=2)[NH2:12])[O:3]1.C(N(CC)CC)C.[O:24]1[CH2:29][CH2:28][O:27][CH2:26][CH:25]1[C:30](Cl)=[O:31]. The catalyst is CN(C)C(=O)C.C(OCC)(=O)C. The product is [CH3:8][C:6]1([CH3:7])[C:2]([CH3:16])([CH3:1])[O:3][B:4]([C:9]2[CH:10]=[C:11]([NH:12][C:30]([CH:25]3[CH2:26][O:27][CH2:28][CH2:29][O:24]3)=[O:31])[CH:13]=[CH:14][CH:15]=2)[O:5]1. The yield is 0.810. (6) The product is [NH2:1][C:2]1[C:11]([C:12]([NH:25][C:26]2[CH:27]=[N:28][CH:29]=[C:30]([F:47])[C:31]=2[N:32]2[CH2:33][CH2:34][CH:35]([C:38]([N:40]3[CH2:41][CH2:42][N:43]([CH3:46])[CH2:44][CH2:45]3)=[O:39])[CH2:36][CH2:37]2)=[O:14])=[C:5]2[N:6]=[CH:7][C:8]([F:10])=[CH:9][N:4]2[N:3]=1. The reactants are [NH2:1][C:2]1[C:11]([C:12]([O:14]N2C3C=CC=CC=3N=N2)=O)=[C:5]2[N:6]=[CH:7][C:8]([F:10])=[CH:9][N:4]2[N:3]=1.Br.[NH2:25][C:26]1[CH:27]=[N:28][CH:29]=[C:30]([F:47])[C:31]=1[N:32]1[CH2:37][CH2:36][CH:35]([C:38]([N:40]2[CH2:45][CH2:44][N:43]([CH3:46])[CH2:42][CH2:41]2)=[O:39])[CH2:34][CH2:33]1.CCN(C(C)C)C(C)C. The catalyst is N1C=CC=CC=1. The yield is 0.565. (7) The catalyst is C(O)C. The reactants are [Cl:1][C:2]1[N:6]2[CH:7]=[C:8]([C:15]3[CH:19]=[CH:18][O:17][CH:16]=3)[CH:9]=[C:10]([C:11]([F:14])([F:13])[F:12])[C:5]2=[N:4][C:3]=1[C:20]([N:22]1[CH2:26][CH2:25][CH:24]([C:27]#[N:28])[CH2:23]1)=[O:21].[NH2:29][OH:30]. The yield is 0.958. The product is [Cl:1][C:2]1[N:6]2[CH:7]=[C:8]([C:15]3[CH:19]=[CH:18][O:17][CH:16]=3)[CH:9]=[C:10]([C:11]([F:14])([F:13])[F:12])[C:5]2=[N:4][C:3]=1[C:20]([N:22]1[CH2:26][CH2:25][CH:24]([C:27]([NH:29][OH:30])=[NH:28])[CH2:23]1)=[O:21]. (8) The reactants are [ClH:1].NC(=O)[C@@H:4]([NH:11][C:12](=[O:32])[CH2:13][C:14]([NH:16][C:17]1[CH:22]=[CH:21][C:20]([O:23][C:24]2[CH:29]=[CH:28][N:27]=[C:26]([NH2:30])[CH:25]=2)=[C:19]([F:31])[CH:18]=1)=[O:15])[C:5]1C=C[CH:8]=[CH:7][CH:6]=1.C1(N)CCCC1. No catalyst specified. The product is [ClH:1].[NH2:30][C:26]1[CH:25]=[C:24]([O:23][C:20]2[CH:21]=[CH:22][C:17]([NH:16][C:14](=[O:15])[CH2:13][C:12]([NH:11][CH:4]3[CH2:5][CH2:6][CH2:7][CH2:8]3)=[O:32])=[CH:18][C:19]=2[F:31])[CH:29]=[CH:28][N:27]=1. The yield is 0.440.